This data is from Forward reaction prediction with 1.9M reactions from USPTO patents (1976-2016). The task is: Predict the product of the given reaction. (1) Given the reactants [CH3:1][C@@:2]12[C@H:11]3[CH2:12][CH2:13][C@@:14]4([CH3:20])[C@H:18]([C@@H:10]3[CH2:9][CH:8]=[C:7]1[N:6]([CH2:21][CH2:22][N:23]1[CH2:28][CH2:27][O:26][CH2:25][CH2:24]1)[C:5](=[O:29])[CH2:4][CH2:3]2)[CH2:17][CH2:16][C:15]4=O.O.[NH2:31][NH2:32], predict the reaction product. The product is: [N:31](=[C:15]1[C@@:14]2([CH3:20])[CH2:13][CH2:12][C@H:11]3[C@H:10]([C@@H:18]2[CH2:17][CH2:16]1)[CH2:9][CH:8]=[C:7]1[C@:2]3([CH3:1])[CH2:3][CH2:4][C:5](=[O:29])[N:6]1[CH2:21][CH2:22][N:23]1[CH2:28][CH2:27][O:26][CH2:25][CH2:24]1)[NH2:32]. (2) The product is: [F:1][C:2]1[CH:7]=[CH:6][C:5]([C:8]2[CH:9]=[C:10]([NH2:11])[N:22]([C:17]3[CH:18]=[CH:19][CH:20]=[CH:21][C:16]=3[CH3:15])[N:23]=2)=[C:4]([CH3:13])[CH:3]=1. Given the reactants [F:1][C:2]1[CH:7]=[CH:6][C:5]([C:8](=O)[CH2:9][C:10]#[N:11])=[C:4]([CH3:13])[CH:3]=1.Cl.[CH3:15][C:16]1[CH:21]=[CH:20][CH:19]=[CH:18][C:17]=1[NH:22][NH2:23], predict the reaction product. (3) Given the reactants Br[CH2:2][C:3]1[CH:4]=[C:5]([CH:11]=[CH:12][CH:13]=1)[C:6]([O:8][CH2:9][CH3:10])=[O:7].[Cl:14][C:15]1[CH:21]=[CH:20][CH:19]=[CH:18][C:16]=1[NH2:17].C(NC(C)C)(C)C, predict the reaction product. The product is: [Cl:14][C:15]1[CH:21]=[CH:20][CH:19]=[CH:18][C:16]=1[NH:17][CH2:2][C:3]1[CH:4]=[C:5]([CH:11]=[CH:12][CH:13]=1)[C:6]([O:8][CH2:9][CH3:10])=[O:7]. (4) The product is: [CH2:7]([N:5]([CH2:12][CH2:11][CH2:10][CH2:9][CH:8]=[CH2:7])[CH2:4][CH2:3][C:2]#[N:1])[CH2:8][CH2:9][CH2:10][CH:11]=[CH2:12]. Given the reactants [NH2:1][CH2:2][CH2:3][C:4]#[N:5].Br[CH2:7][CH2:8][CH2:9][CH2:10][CH:11]=[CH2:12].[I-].[Na+].C(=O)([O-])[O-].[K+].[K+], predict the reaction product. (5) Given the reactants [CH:1]1[C:10]2[C:5](=[CH:6][CH:7]=[CH:8][CH:9]=2)[CH:4]=[CH:3][C:2]=1[C:11]([NH:13][C:14]1[CH:15]=[C:16]([NH:20][C:21]2[C:26]([N+:27]([O-])=O)=[CH:25][CH:24]=[CH:23][N:22]=2)[CH:17]=[CH:18][CH:19]=1)=[O:12].Cl.C(=O)(O)[O-].[Na+], predict the reaction product. The product is: [NH2:27][C:26]1[C:21]([NH:20][C:16]2[CH:17]=[CH:18][CH:19]=[C:14]([NH:13][C:11]([C:2]3[CH:3]=[CH:4][C:5]4[C:10](=[CH:9][CH:8]=[CH:7][CH:6]=4)[CH:1]=3)=[O:12])[CH:15]=2)=[N:22][CH:23]=[CH:24][CH:25]=1. (6) Given the reactants [CH2:1]([NH:3][C@H:4]1[CH2:8][CH2:7][NH:6][CH2:5]1)[CH3:2].[Cl:9][C:10]1[N:19]=[C:18](Cl)[C:17]2[C:12](=[CH:13][C:14]([C:21]([F:24])([F:23])[F:22])=[CH:15][CH:16]=2)[N:11]=1, predict the reaction product. The product is: [Cl:9][C:10]1[N:19]=[C:18]([N:6]2[CH2:7][CH2:8][C@H:4]([NH:3][CH2:1][CH3:2])[CH2:5]2)[C:17]2[C:12](=[CH:13][C:14]([C:21]([F:22])([F:23])[F:24])=[CH:15][CH:16]=2)[N:11]=1. (7) Given the reactants [OH-:1].[K+].F[C:4]1[CH:5]=[CH:6][C:7]([N+:11]([O-:13])=[O:12])=[C:8]([OH:10])[CH:9]=1.Cl, predict the reaction product. The product is: [OH:10][C:8]1[CH:9]=[C:4]([OH:1])[CH:5]=[CH:6][C:7]=1[N+:11]([O-:13])=[O:12]. (8) Given the reactants [NH2:1][C:2]1[S:3][CH2:4][C@@H:5]2[CH2:10][N:9]([C:11]3[N:16]=[C:15]([C:17]([OH:20])([CH3:19])[CH3:18])[C:14]([F:21])=[CH:13][N:12]=3)[CH2:8][C@:6]2([C:22]2[S:26][C:25]([C:27]#[N:28])=[CH:24][CH:23]=2)[N:7]=1.[ClH:29], predict the reaction product. The product is: [ClH:29].[NH2:1][C:2]1[S:3][CH2:4][C@@H:5]2[CH2:10][N:9]([C:11]3[N:16]=[C:15]([C:17]([OH:20])([CH3:19])[CH3:18])[C:14]([F:21])=[CH:13][N:12]=3)[CH2:8][C@:6]2([C:22]2[S:26][C:25]([C:27]#[N:28])=[CH:24][CH:23]=2)[N:7]=1. (9) Given the reactants [CH3:1][C:2]([Si:5](Cl)([CH3:7])[CH3:6])([CH3:4])[CH3:3].N1C=CN=C1.[OH:14][CH:15]([C:20]1[CH:25]=[CH:24][C:23]([O:26][CH3:27])=[CH:22][CH:21]=1)[C:16]([O:18][CH3:19])=[O:17].O, predict the reaction product. The product is: [Si:5]([O:14][CH:15]([C:20]1[CH:21]=[CH:22][C:23]([O:26][CH3:27])=[CH:24][CH:25]=1)[C:16]([O:18][CH3:19])=[O:17])([C:2]([CH3:4])([CH3:3])[CH3:1])([CH3:7])[CH3:6].